This data is from Forward reaction prediction with 1.9M reactions from USPTO patents (1976-2016). The task is: Predict the product of the given reaction. (1) Given the reactants C([O:3][C:4]([C:6]1[CH:7]=[N:8][N:9]([CH3:31])[C:10]=1[C:11](=[O:30])[NH:12][C:13]1[CH:18]=[CH:17][N:16]2[N:19]=[C:20]([C:22]3[CH:27]=[CH:26][CH:25]=[C:24]([O:28][CH3:29])[CH:23]=3)[N:21]=[C:15]2[CH:14]=1)=[O:5])C.CO.O.[Li+].[OH-], predict the reaction product. The product is: [CH3:29][O:28][C:24]1[CH:23]=[C:22]([C:20]2[N:21]=[C:15]3[CH:14]=[C:13]([NH:12][C:11]([C:10]4[N:9]([CH3:31])[N:8]=[CH:7][C:6]=4[C:4]([OH:5])=[O:3])=[O:30])[CH:18]=[CH:17][N:16]3[N:19]=2)[CH:27]=[CH:26][CH:25]=1. (2) Given the reactants C([O:3][C:4]([C:6]1[CH:7]=[CH:8][C:9]([C:16]2[C:21]([F:22])=[C:20]([O:23][CH3:24])[CH:19]=[C:18]([O:25][CH3:26])[C:17]=2[F:27])=[C:10]2[C:15]=1[N:14]=[CH:13][CH:12]=[CH:11]2)=O)C.[CH3:28][N:29]1[CH2:34][CH2:33][N:32]([CH2:35][C:36]2[CH:37]=[CH:38][C:39]([NH:42]C(C3C4N=CC=NC=4C(C4C(Cl)=C(OC)C=C(OC)C=4Cl)=CC=3)=O)=[N:40][CH:41]=2)[CH2:31][CH2:30]1.C[Al](C)C, predict the reaction product. The product is: [CH3:28][N:29]1[CH2:34][CH2:33][N:32]([CH2:35][C:36]2[CH:37]=[CH:38][C:39]([NH:42][C:4]([C:6]3[CH:7]=[CH:8][C:9]([C:16]4[C:17]([F:27])=[C:18]([O:25][CH3:26])[CH:19]=[C:20]([O:23][CH3:24])[C:21]=4[F:22])=[C:10]4[C:15]=3[N:14]=[CH:13][CH:12]=[CH:11]4)=[O:3])=[N:40][CH:41]=2)[CH2:31][CH2:30]1. (3) Given the reactants [CH3:1][NH:2][C:3]([C:5]1[CH:6]=[C:7]2[C:11](=[CH:12][CH:13]=1)[NH:10][CH:9]=[CH:8]2)=[O:4].Cl[C:15]1[N:20]=[CH:19][C:18]([O:21][CH2:22][CH:23]2[CH2:28][CH2:27][N:26]([C:29]([O:31][C:32]([CH3:35])([CH3:34])[CH3:33])=[O:30])[CH2:25][CH2:24]2)=[CH:17][CH:16]=1, predict the reaction product. The product is: [C:32]([O:31][C:29]([N:26]1[CH2:27][CH2:28][CH:23]([CH2:22][O:21][C:18]2[CH:19]=[N:20][C:15]([N:10]3[C:11]4[C:7](=[CH:6][C:5]([C:3](=[O:4])[NH:2][CH3:1])=[CH:13][CH:12]=4)[CH:8]=[CH:9]3)=[CH:16][CH:17]=2)[CH2:24][CH2:25]1)=[O:30])([CH3:35])([CH3:33])[CH3:34]. (4) The product is: [F:36][C:7]1([F:6])[CH2:12][CH2:11][CH2:10][N:9]([C:13]2[CH:19]=[CH:18][C:17]([C:20]3[O:24][N:23]=[C:22]([C:25]4[CH:30]=[CH:29][CH:28]=[CH:27][C:26]=4[O:31][C:32]([F:33])([F:34])[F:35])[N:21]=3)=[CH:16][C:14]=2[NH:15][S:2]([CH3:1])(=[O:4])=[O:3])[CH2:8]1. Given the reactants [CH3:1][S:2](Cl)(=[O:4])=[O:3].[F:6][C:7]1([F:36])[CH2:12][CH2:11][CH2:10][N:9]([C:13]2[CH:19]=[CH:18][C:17]([C:20]3[O:24][N:23]=[C:22]([C:25]4[CH:30]=[CH:29][CH:28]=[CH:27][C:26]=4[O:31][C:32]([F:35])([F:34])[F:33])[N:21]=3)=[CH:16][C:14]=2[NH2:15])[CH2:8]1, predict the reaction product.